This data is from Catalyst prediction with 721,799 reactions and 888 catalyst types from USPTO. The task is: Predict which catalyst facilitates the given reaction. (1) Reactant: [CH3:1][C:2]1[CH:7]=[C:6]([CH3:8])[CH:5]=[CH:4][C:3]=1[CH:9]([C:21]1[CH:26]=[CH:25][CH:24]=[CH:23][CH:22]=1)[C:10]([NH:12][CH2:13][C:14]1[CH:19]=[CH:18][C:17]([OH:20])=[CH:16][CH:15]=1)=[O:11].C(=O)([O-])[O-].[Cs+].[Cs+].Cl[CH2:34][C:35]1[C:36]([CH3:41])=[N:37][O:38][C:39]=1[CH3:40].O. Product: [CH3:41][C:36]1[C:35]([CH2:34][O:20][C:17]2[CH:18]=[CH:19][C:14]([CH2:13][NH:12][C:10](=[O:11])[CH:9]([C:3]3[CH:4]=[CH:5][C:6]([CH3:8])=[CH:7][C:2]=3[CH3:1])[C:21]3[CH:22]=[CH:23][CH:24]=[CH:25][CH:26]=3)=[CH:15][CH:16]=2)=[C:39]([CH3:40])[O:38][N:37]=1. The catalyst class is: 10. (2) The catalyst class is: 384. Reactant: [Cl:1][C:2]1[C:7]([C:8]([O:10][CH3:11])=[O:9])=[C:6](Cl)[N:5]=[CH:4][N:3]=1.C(N(CC)CC)C.[F:20][C:21]1[CH:26]=[C:25]([F:27])[CH:24]=[C:23]([F:28])[C:22]=1[OH:29]. Product: [Cl:1][C:2]1[C:7]([C:8]([O:10][CH3:11])=[O:9])=[C:6]([O:29][C:22]2[C:21]([F:20])=[CH:26][C:25]([F:27])=[CH:24][C:23]=2[F:28])[N:5]=[CH:4][N:3]=1.